This data is from Peptide-MHC class II binding affinity with 134,281 pairs from IEDB. The task is: Regression. Given a peptide amino acid sequence and an MHC pseudo amino acid sequence, predict their binding affinity value. This is MHC class II binding data. (1) The peptide sequence is AARLLSIRAMSTKFS. The MHC is DRB1_0101 with pseudo-sequence DRB1_0101. The binding affinity (normalized) is 0.610. (2) The peptide sequence is PTPKIIEECEHLEDG. The MHC is HLA-DQA10601-DQB10402 with pseudo-sequence HLA-DQA10601-DQB10402. The binding affinity (normalized) is 0.153. (3) The peptide sequence is RGLSSRKRRSHDVLT. The MHC is DRB3_0301 with pseudo-sequence DRB3_0301. The binding affinity (normalized) is 0.201. (4) The peptide sequence is LPQILAECARRRLRT. The MHC is DRB1_0801 with pseudo-sequence DRB1_0801. The binding affinity (normalized) is 0.589. (5) The peptide sequence is PVTEEPGMAKIPAGE. The MHC is DRB1_0701 with pseudo-sequence DRB1_0701. The binding affinity (normalized) is 0.